Dataset: Forward reaction prediction with 1.9M reactions from USPTO patents (1976-2016). Task: Predict the product of the given reaction. (1) Given the reactants CCN(CC)CC.[O:8]1[CH2:13][CH2:12][CH2:11][CH:10]([NH:14][C:15]2[C:16]([NH2:21])=[CH:17][CH:18]=[CH:19][CH:20]=2)[CH2:9]1.[C:22]([O:26][C:27]([NH:29][C@@H:30]([CH3:34])[C:31](O)=[O:32])=[O:28])([CH3:25])([CH3:24])[CH3:23].C1C=NC2N(O)N=NC=2C=1.Cl.CN(C)CCCN=C=NCC, predict the reaction product. The product is: [C:22]([O:26][C:27](=[O:28])[NH:29][C@H:30]([C:31](=[O:32])[NH:21][C:16]1[CH:17]=[CH:18][CH:19]=[CH:20][C:15]=1[NH:14][CH:10]1[CH2:11][CH2:12][CH2:13][O:8][CH2:9]1)[CH3:34])([CH3:23])([CH3:24])[CH3:25]. (2) Given the reactants Cl.[NH:2]1[C:6]2[CH:7]=[CH:8][C:9]([C:11]([N:13]3[CH2:16][C:15]4([CH2:21][CH2:20][NH:19][CH2:18][CH2:17]4)[CH2:14]3)=[O:12])=[CH:10][C:5]=2[N:4]=[N:3]1.CN1CCOCC1.[Cl:29][C:30]1[CH:31]=[C:32](/[CH:37]=[CH:38]/[C:39](O)=[O:40])[CH:33]=[C:34]([Cl:36])[CH:35]=1.F[P-](F)(F)(F)(F)F.N1(OC(N(C)C)=[N+](C)C)C2N=CC=CC=2N=N1, predict the reaction product. The product is: [NH:2]1[C:6]2[CH:7]=[CH:8][C:9]([C:11]([N:13]3[CH2:16][C:15]4([CH2:17][CH2:18][N:19]([C:39](=[O:40])/[CH:38]=[CH:37]/[C:32]5[CH:31]=[C:30]([Cl:29])[CH:35]=[C:34]([Cl:36])[CH:33]=5)[CH2:20][CH2:21]4)[CH2:14]3)=[O:12])=[CH:10][C:5]=2[N:4]=[N:3]1. (3) Given the reactants [CH2:1]([O:3][C:4]1[CH:12]=[C:11]2[C:7]([CH2:8][C@H:9]([NH:14][C:15](=[O:20])[C:16]([F:19])([F:18])[F:17])[C:10]2=O)=[CH:6][CH:5]=1)[CH3:2].C([SiH](CC)CC)C, predict the reaction product. The product is: [CH2:1]([O:3][C:4]1[CH:12]=[C:11]2[C:7](=[CH:6][CH:5]=1)[CH2:8][C@H:9]([NH:14][C:15](=[O:20])[C:16]([F:18])([F:17])[F:19])[CH2:10]2)[CH3:2]. (4) Given the reactants [H-].C([Al+]CC(C)C)C(C)C.[Br:11][C:12]1[CH:21]=[C:20]2[C:15]([CH:16]=[C:17]([O:26][CH3:27])[C:18]([C:22](OC)=[O:23])=[CH:19]2)=[CH:14][CH:13]=1.C(#N)C.C(=O)=O.CCOC(C)=O, predict the reaction product. The product is: [Br:11][C:12]1[CH:21]=[C:20]2[C:15]([CH:16]=[C:17]([O:26][CH3:27])[C:18]([CH2:22][OH:23])=[CH:19]2)=[CH:14][CH:13]=1. (5) Given the reactants [OH:1][C:2]1[CH:7]=[C:6]([CH3:8])[C:5](O)=[C:4]([CH3:10])[CH:3]=1.CN([CH:14]=[O:15])C.C([O-])([O-])=O.[Cs+].[Cs+].[C:22]([O:26][C:27](=[O:30])[CH2:28]Cl)([CH3:25])([CH3:24])[CH3:23], predict the reaction product. The product is: [CH:14]([C:5]1[C:6]([CH3:8])=[CH:7][C:2]([O:1][CH2:28][C:27]([O:26][C:22]([CH3:25])([CH3:24])[CH3:23])=[O:30])=[CH:3][C:4]=1[CH3:10])=[O:15]. (6) Given the reactants [C:1]([OH:20])(=[O:19])[CH2:2][CH2:3][CH2:4][CH2:5][CH2:6][CH2:7][CH2:8]/[CH:9]=[CH:10]\[CH2:11]/[CH:12]=[CH:13]\[CH2:14]/[CH:15]=[CH:16]\[CH2:17][CH3:18].[C:1]([OH:20])(=[O:19])[CH2:2][CH2:3][CH2:4][CH2:5][CH2:6][CH2:7][CH2:8]/[CH:9]=[CH:10]\[CH2:11]/[CH:12]=[CH:13]\[CH2:14]/[CH:15]=[CH:16]\[CH2:17][CH3:18].[N+:41](/C(/C/C=C\C/C=C\CC)=C/CCCCCCCC(O)=O)([O-:43])=[O:42], predict the reaction product. The product is: [N+:41](/[C:9](=[CH:10]/[CH2:11]/[CH:12]=[CH:13]\[CH2:14]/[CH:15]=[CH:16]\[CH2:17][CH3:18])/[CH2:8][CH2:7][CH2:6][CH2:5][CH2:4][CH2:3][CH2:2][C:1]([OH:20])=[O:19])([O-:43])=[O:42]. (7) Given the reactants C(OC([NH:8][C:9]1[CH:14]=[CH:13][CH:12]=[C:11]([O:15][CH2:16][CH2:17][C:18]2[CH:23]=[CH:22][C:21]([C:24]#[N:25])=[CH:20][CH:19]=2)[C:10]=1[CH3:26])=O)(C)(C)C, predict the reaction product. The product is: [NH2:8][C:9]1[CH:14]=[CH:13][CH:12]=[C:11]([O:15][CH2:16][CH2:17][C:18]2[CH:19]=[CH:20][C:21]([C:24]#[N:25])=[CH:22][CH:23]=2)[C:10]=1[CH3:26]. (8) Given the reactants [C:1]1([CH:7]2[CH2:11][N:10]([CH2:12][C:13]3[N:14]=[CH:15][N:16](C(C4C=CC=CC=4)(C4C=CC=CC=4)C4C=CC=CC=4)[CH:17]=3)[C:9](=[O:37])[CH2:8]2)[CH:6]=[CH:5][CH:4]=[CH:3][CH:2]=1.[CH3:38]C#N, predict the reaction product. The product is: [CH3:38][N:14]1[C:13]([CH2:12][N:10]2[CH2:11][CH:7]([C:1]3[CH:2]=[CH:3][CH:4]=[CH:5][CH:6]=3)[CH2:8][C:9]2=[O:37])=[CH:17][N:16]=[CH:15]1. (9) Given the reactants Cl[C:2]1[N:3]=[CH:4][C:5]2[N:6]([CH3:22])[C:7](=[O:21])[C:8]3([CH2:20][CH2:19]3)[CH2:9][N:10]([CH:13]3[CH2:18][CH2:17][CH2:16][CH2:15][CH2:14]3)[C:11]=2[N:12]=1.[NH2:23][C:24]1[C:41]([Cl:42])=[CH:40][C:27]([C:28]([NH:30][CH:31]2[CH2:36][CH2:35][CH:34]([N:37]([CH3:39])[CH3:38])[CH2:33][CH2:32]2)=[O:29])=[C:26]([F:43])[CH:25]=1.CC1(C)C2C(=C(P(C3C=CC=CC=3)C3C=CC=CC=3)C=CC=2)OC2C(P(C3C=CC=CC=3)C3C=CC=CC=3)=CC=CC1=2, predict the reaction product. The product is: [Cl:42][C:41]1[C:24]([NH:23][C:2]2[N:3]=[CH:4][C:5]3[N:6]([CH3:22])[C:7](=[O:21])[C:8]4([CH2:19][CH2:20]4)[CH2:9][N:10]([CH:13]4[CH2:14][CH2:15][CH2:16][CH2:17][CH2:18]4)[C:11]=3[N:12]=2)=[CH:25][C:26]([F:43])=[C:27]([CH:40]=1)[C:28]([NH:30][CH:31]1[CH2:32][CH2:33][CH:34]([N:37]([CH3:39])[CH3:38])[CH2:35][CH2:36]1)=[O:29].